This data is from Catalyst prediction with 721,799 reactions and 888 catalyst types from USPTO. The task is: Predict which catalyst facilitates the given reaction. Reactant: [C:1]([O:5][C:6]([N:8]1[CH2:13][CH2:12][CH:11]([CH2:14][CH2:15][CH2:16][P:17]([O:22][CH2:23][CH3:24])([O:19][CH2:20][CH3:21])=[O:18])[CH2:10][CH2:9]1)=[O:7])([CH3:4])([CH3:3])[CH3:2].C([Li])CCC.[Cl:30][C:31]1[CH:32]=[C:33]([CH:36]=[CH:37][C:38]=1[S:39][CH3:40])[CH:34]=[O:35]. Product: [C:1]([O:5][C:6]([N:8]1[CH2:9][CH2:10][CH:11]([CH2:14][CH2:15][CH:16]([P:17]([O:19][CH2:20][CH3:21])([O:22][CH2:23][CH3:24])=[O:18])[CH:34]([C:33]2[CH:36]=[CH:37][C:38]([S:39][CH3:40])=[C:31]([Cl:30])[CH:32]=2)[OH:35])[CH2:12][CH2:13]1)=[O:7])([CH3:2])([CH3:3])[CH3:4]. The catalyst class is: 1.